From a dataset of Reaction yield outcomes from USPTO patents with 853,638 reactions. Predict the reaction yield, written as a fraction of the theoretical maximum amount of product (1.0 means a 100% yield; for example, 0.34 means a 34% yield). (1) The product is [Cl:46][C:44]1[CH:43]=[CH:42][C:38]([C:39]([NH:47][CH2:48][C:49]([O:51][C:52]([CH3:55])([CH3:54])[CH3:53])=[O:50])=[O:40])=[C:37]([NH:36][C:34]([NH:33][C:27]2[C:26]([CH3:25])=[CH:31][CH:30]=[CH:29][C:28]=2[CH3:32])=[O:35])[CH:45]=1. The yield is 0.570. The reactants are CN(C(ON1N=NC2C=CC=NC1=2)=[N+](C)C)C.F[P-](F)(F)(F)(F)F.[CH3:25][C:26]1[CH:31]=[CH:30][CH:29]=[C:28]([CH3:32])[C:27]=1[NH:33][C:34]([NH:36][C:37]1[CH:45]=[C:44]([Cl:46])[CH:43]=[CH:42][C:38]=1[C:39](O)=[O:40])=[O:35].[NH2:47][CH2:48][C:49]([O:51][C:52]([CH3:55])([CH3:54])[CH3:53])=[O:50].C(N(C(C)C)CC)(C)C. The catalyst is CN(C=O)C.C(OCC)(=O)C.CCCCCC.C(OCC)(=O)C. (2) The catalyst is CO.C(OCC)(=O)C. The yield is 0.780. The reactants are Cl.[NH2:2][C@H:3]1[C@H:8]2[CH2:9][C@H:5]([CH2:6][CH2:7]2)[C@H:4]1[C:10]([O:12][CH3:13])=[O:11].C([O-])(=O)C.[Na+].[F:19][C:20]1[CH:21]=[C:22]([CH:25]=[CH:26][C:27]=1[F:28])[CH:23]=O.C([BH3-])#N.[Na+].C(=O)(O)[O-].[Na+]. The product is [F:19][C:20]1[CH:21]=[C:22]([CH:25]=[CH:26][C:27]=1[F:28])[CH2:23][NH:2][C@H:3]1[C@H:8]2[CH2:9][C@H:5]([CH2:6][CH2:7]2)[C@H:4]1[C:10]([O:12][CH3:13])=[O:11]. (3) The reactants are [CH:1]([O:4][N:5]1C(=O)C2C(=CC=CC=2)C1=O)([CH3:3])[CH3:2].NN.[CH3:18][O:19][C:20]1[CH:25]=[CH:24][C:23]([S:26](Cl)(=[O:28])=[O:27])=[CH:22][CH:21]=1.C(N(CC)C(C)C)(C)C. The catalyst is O1CCCC1.ClCCl. The product is [CH:1]([O:4][NH:5][S:26]([C:23]1[CH:24]=[CH:25][C:20]([O:19][CH3:18])=[CH:21][CH:22]=1)(=[O:28])=[O:27])([CH3:3])[CH3:2]. The yield is 0.690. (4) The reactants are [CH2:1]([O:8][C:9]1[CH:18]=[CH:17][CH:16]=[CH:15][C:10]=1[C:11]([O:13]C)=[O:12])[C:2]1[CH:7]=[CH:6][CH:5]=[CH:4][CH:3]=1.[OH-].[Na+].Cl. The catalyst is CO. The product is [CH2:1]([O:8][C:9]1[CH:18]=[CH:17][CH:16]=[CH:15][C:10]=1[C:11]([OH:13])=[O:12])[C:2]1[CH:3]=[CH:4][CH:5]=[CH:6][CH:7]=1. The yield is 0.982. (5) The reactants are [NH2:1][C:2]1[C:11]2[C:6](=[C:7](I)[C:8]([F:12])=[CH:9][CH:10]=2)[N:5]=[N:4][C:3]=1[C:14]([NH:16][CH2:17][CH2:18][CH3:19])=[O:15].[C:20]1(B(O)O)[CH:25]=[CH:24][CH:23]=[CH:22][CH:21]=1. No catalyst specified. The product is [NH2:1][C:2]1[C:11]2[C:6](=[C:7]([C:20]3[CH:25]=[CH:24][CH:23]=[CH:22][CH:21]=3)[C:8]([F:12])=[CH:9][CH:10]=2)[N:5]=[N:4][C:3]=1[C:14]([NH:16][CH2:17][CH2:18][CH3:19])=[O:15]. The yield is 0.260. (6) The reactants are [CH3:1][Si:2]([CH3:19])([CH3:18])[CH2:3][CH2:4][O:5][CH2:6][N:7]1[C:15]2[CH:14]=[C:13]([CH2:16][OH:17])[N:12]=[CH:11][C:10]=2[N:9]=[N:8]1. The catalyst is C(Cl)Cl.O=[Mn]=O. The product is [CH3:1][Si:2]([CH3:19])([CH3:18])[CH2:3][CH2:4][O:5][CH2:6][N:7]1[C:15]2[CH:14]=[C:13]([CH:16]=[O:17])[N:12]=[CH:11][C:10]=2[N:9]=[N:8]1. The yield is 0.400. (7) The reactants are [CH3:1][O:2][CH2:3][C:4]1[CH:10]=[CH:9][CH:8]=[CH:7][C:5]=1[NH2:6].ClOC(C)(C)C.[CH3:17][S:18][CH2:19][C:20]1[N:25]=[C:24]([O:26][CH3:27])[CH:23]=[C:22]([O:28][CH3:29])[N:21]=1.C[O-].[Na+]. The catalyst is ClCCl.O.CO. The product is [CH3:27][O:26][C:24]1[CH:23]=[C:22]([O:28][CH3:29])[N:21]=[C:20]([CH:19]([S:18][CH3:17])[C:7]2[CH:8]=[CH:9][CH:10]=[C:4]([CH2:3][O:2][CH3:1])[C:5]=2[NH2:6])[N:25]=1. The yield is 0.530.